From a dataset of Catalyst prediction with 721,799 reactions and 888 catalyst types from USPTO. Predict which catalyst facilitates the given reaction. (1) Reactant: [Br:1][C:2]1[C:3]([O:9][CH3:10])=[N:4][CH:5]=[C:6](F)[CH:7]=1.[CH3:11][O-:12].[Na+]. Product: [Br:1][C:2]1[C:3]([O:9][CH3:10])=[N:4][CH:5]=[C:6]([O:12][CH3:11])[CH:7]=1. The catalyst class is: 5. (2) Reactant: [F:1][C:2]1[CH:7]=[CH:6][CH:5]=[CH:4][C:3]=1[O:8][CH3:9].[Cl-].[Al+3].[Cl-].[Cl-].[C:14](Cl)(=[O:20])[CH2:15][CH2:16][CH2:17][CH2:18][CH3:19]. Product: [F:1][C:2]1[CH:7]=[C:6]([C:14](=[O:20])[CH2:15][CH2:16][CH2:17][CH2:18][CH3:19])[CH:5]=[CH:4][C:3]=1[O:8][CH3:9]. The catalyst class is: 4. (3) Reactant: [C:1]([O:5][C:6]([N:8]1[CH2:13][CH2:12][CH:11]([O:14][C:15]2[CH:20]=[CH:19][C:18]([CH2:21][CH2:22][OH:23])=[CH:17][CH:16]=2)[CH2:10][CH2:9]1)=[O:7])([CH3:4])([CH3:3])[CH3:2].CC(OI1(OC(C)=O)(OC(C)=O)OC(=O)C2C=CC=CC1=2)=O. Product: [C:1]([O:5][C:6]([N:8]1[CH2:9][CH2:10][CH:11]([O:14][C:15]2[CH:16]=[CH:17][C:18]([CH2:21][CH:22]=[O:23])=[CH:19][CH:20]=2)[CH2:12][CH2:13]1)=[O:7])([CH3:4])([CH3:3])[CH3:2]. The catalyst class is: 2. (4) Reactant: [N:1]([Sn](CCCC)(CCCC)CCCC)=[N+:2]=[N-:3].[C:17]([C:19]1[CH:20]=[CH:21][C:22]2[N:28]3[CH2:29][C@H:25]([CH2:26][CH2:27]3)[N:24]([C:30]([NH:32][C:33]3[CH:38]=[N:37][CH:36]=[CH:35][N:34]=3)=[O:31])[C:23]=2[N:39]=1)#[N:18]. Product: [N:34]1[CH:35]=[CH:36][N:37]=[CH:38][C:33]=1[NH:32][C:30]([N:24]1[C@@H:25]2[CH2:29][N:28]([CH2:27][CH2:26]2)[C:22]2[CH:21]=[CH:20][C:19]([C:17]3[N:1]=[N:2][NH:3][N:18]=3)=[N:39][C:23]1=2)=[O:31]. The catalyst class is: 217.